Task: Predict the reactants needed to synthesize the given product.. Dataset: Full USPTO retrosynthesis dataset with 1.9M reactions from patents (1976-2016) Given the product [CH3:1][O:2][C:3]1[CH:4]=[C:5]2[C:10](=[CH:11][C:12]=1[O:13][CH2:14][CH:15]([OH:16])[CH2:17][OH:33])[N:9]=[CH:8][CH:7]=[C:6]2[O:18][C:19]1[C:20]([CH3:29])=[N:21][C:22]2[C:27]([CH:28]=1)=[CH:26][CH:25]=[CH:24][CH:23]=2, predict the reactants needed to synthesize it. The reactants are: [CH3:1][O:2][C:3]1[CH:4]=[C:5]2[C:10](=[CH:11][C:12]=1[O:13][CH2:14][CH:15]1[CH2:17][O:16]1)[N:9]=[CH:8][CH:7]=[C:6]2[O:18][C:19]1[C:20]([CH3:29])=[N:21][C:22]2[C:27]([CH:28]=1)=[CH:26][CH:25]=[CH:24][CH:23]=2.FC(F)(F)C(O)=[O:33].[OH-].[Na+].